Dataset: Catalyst prediction with 721,799 reactions and 888 catalyst types from USPTO. Task: Predict which catalyst facilitates the given reaction. (1) Reactant: [CH3:1][NH:2][CH2:3][C:4]1[S:8][C:7]([NH:9][C:10](=[O:12])[CH3:11])=[N:6][C:5]=1/[CH:13]=[CH:14]\[C:15]1[CH:20]=[CH:19][C:18]([N+:21]([O-:23])=[O:22])=[CH:17][CH:16]=1.C(N(CC)C(C)C)(C)C.[F:40][C:39]([F:42])([F:41])[C:38](O[C:38](=[O:43])[C:39]([F:42])([F:41])[F:40])=[O:43].C([O-])(O)=O.[Na+]. Product: [C:10]([NH:9][C:7]1[S:8][C:4]([CH2:3][N:2]([CH3:1])[C:38](=[O:43])[C:39]([F:40])([F:41])[F:42])=[C:5](/[CH:13]=[CH:14]\[C:15]2[CH:20]=[CH:19][C:18]([N+:21]([O-:23])=[O:22])=[CH:17][CH:16]=2)[N:6]=1)(=[O:12])[CH3:11]. The catalyst class is: 4. (2) Reactant: [C:1]([C:3]1[CH:4]([C:19]2[CH:24]=[CH:23][C:22]([O:25][CH3:26])=[CH:21][CH:20]=2)[CH:5]([C:14]([O:16][CH2:17][CH3:18])=[O:15])[S:6][C:7]=1[N:8]1[CH2:13][CH2:12][O:11][CH2:10][CH2:9]1)#[N:2].ClC1C(=O)C(C#N)=C(C#N)C(=O)C=1Cl. Product: [C:1]([C:3]1[C:4]([C:19]2[CH:20]=[CH:21][C:22]([O:25][CH3:26])=[CH:23][CH:24]=2)=[C:5]([C:14]([O:16][CH2:17][CH3:18])=[O:15])[S:6][C:7]=1[N:8]1[CH2:13][CH2:12][O:11][CH2:10][CH2:9]1)#[N:2]. The catalyst class is: 11. (3) Reactant: I[C:2]1[CH:7]=[CH:6][C:5]([C@@H:8]2[C@@H:13]([NH:14][S:15]([CH:18]([CH3:20])[CH3:19])(=[O:17])=[O:16])[CH2:12][CH2:11][O:10][CH2:9]2)=[CH:4][CH:3]=1.[C:21]1(B(O)O)[CH:26]=[CH:25][CH:24]=[CH:23][CH:22]=1. Product: [C:2]1([C:21]2[CH:26]=[CH:25][CH:24]=[CH:23][CH:22]=2)[CH:7]=[CH:6][C:5]([C@@H:8]2[C@@H:13]([NH:14][S:15]([CH:18]([CH3:20])[CH3:19])(=[O:17])=[O:16])[CH2:12][CH2:11][O:10][CH2:9]2)=[CH:4][CH:3]=1. The catalyst class is: 73. (4) Reactant: [C:1]([C:4]1[C:5](Cl)=[N:6][C:7]([S:33][CH3:34])=[CH:8][C:9]=1[NH:10][C:11]1[CH:16]=[CH:15][C:14]([N:17]2[CH2:22][CH2:21][N:20]([C:23]([O:25][C:26]([CH3:29])([CH3:28])[CH3:27])=[O:24])[CH2:19][CH2:18]2)=[CH:13][C:12]=1[S:30]([CH3:32])=[O:31])(=[O:3])[NH2:2].[NH3:36]. Product: [NH2:36][C:5]1[C:4]([C:1](=[O:3])[NH2:2])=[C:9]([NH:10][C:11]2[CH:16]=[CH:15][C:14]([N:17]3[CH2:22][CH2:21][N:20]([C:23]([O:25][C:26]([CH3:28])([CH3:27])[CH3:29])=[O:24])[CH2:19][CH2:18]3)=[CH:13][C:12]=2[S:30]([CH3:32])=[O:31])[CH:8]=[C:7]([S:33][CH3:34])[N:6]=1. The catalyst class is: 12. (5) Reactant: [CH3:1][C:2]1[C:6]([CH2:7][N:8]([C:14]2[CH:19]=[CH:18][C:17]([CH2:20][C:21](=[O:37])[NH:22][CH:23]([C:31]3[CH:36]=[CH:35][CH:34]=[CH:33][CH:32]=3)[C:24]3[CH:29]=[CH:28][C:27]([CH3:30])=[CH:26][CH:25]=3)=[CH:16][CH:15]=2)[CH2:9][C:10]([O:12]C)=[O:11])=[C:5]([CH3:38])[O:4][N:3]=1.[Li+].[OH-]. Product: [CH3:1][C:2]1[C:6]([CH2:7][N:8]([C:14]2[CH:15]=[CH:16][C:17]([CH2:20][C:21](=[O:37])[NH:22][CH:23]([C:31]3[CH:32]=[CH:33][CH:34]=[CH:35][CH:36]=3)[C:24]3[CH:25]=[CH:26][C:27]([CH3:30])=[CH:28][CH:29]=3)=[CH:18][CH:19]=2)[CH2:9][C:10]([OH:12])=[O:11])=[C:5]([CH3:38])[O:4][N:3]=1. The catalyst class is: 12. (6) Reactant: [CH3:1][N:2]([CH2:12][C:13]1[CH:14]=[C:15]([C:19]2[S:23][C:22]([CH:24]=[CH:25][C:26]([OH:28])=[O:27])=[CH:21][CH:20]=2)[CH:16]=[CH:17][CH:18]=1)[C:3](=[O:11])[CH2:4][CH2:5][CH2:6][CH2:7][CH2:8][CH2:9][CH3:10]. Product: [CH3:1][N:2]([CH2:12][C:13]1[CH:14]=[C:15]([C:19]2[S:23][C:22]([CH2:24][CH2:25][C:26]([OH:28])=[O:27])=[CH:21][CH:20]=2)[CH:16]=[CH:17][CH:18]=1)[C:3](=[O:11])[CH2:4][CH2:5][CH2:6][CH2:7][CH2:8][CH2:9][CH3:10]. The catalyst class is: 19. (7) The catalyst class is: 18. Reactant: [CH3:1][C:2]1[C:7]([C:8]2[CH:13]=[CH:12][CH:11]=[CH:10][C:9]=2[C:14]([F:17])([F:16])[F:15])=[N:6][N:5]2[C:18](C(O)=O)=[CH:19][N:20]=[C:4]2[CH:3]=1.C1(P([NH-:38])(C2C=CC=CC=2)=O)C=CC=CC=1.C(N(CC)CC)C.[OH-].[Na+]. Product: [CH3:1][C:2]1[C:7]([C:8]2[CH:13]=[CH:12][CH:11]=[CH:10][C:9]=2[C:14]([F:17])([F:16])[F:15])=[N:6][N:5]2[C:18]([NH2:38])=[CH:19][N:20]=[C:4]2[CH:3]=1. (8) Reactant: [CH3:1][O:2][C:3]([C:5]1[CH:10]=[CH:9][CH:8]=[C:7]([CH2:11][NH:12][CH2:13][CH2:14][NH:15][C@H:16]([C:21]([O:23][C:24]([CH3:27])([CH3:26])[CH3:25])=[O:22])[C:17]([CH3:20])([CH3:19])[CH3:18])[N:6]=1)=[O:4].[C:28](=O)(OC1C=CC([N+]([O-])=O)=CC=1)[O:29]C1C=CC([N+]([O-])=O)=CC=1.C(=O)(O)[O-].[Na+]. Product: [CH3:1][O:2][C:3]([C:5]1[CH:10]=[CH:9][CH:8]=[C:7]([CH2:11][N:12]2[CH2:13][CH2:14][N:15]([C@H:16]([C:21]([O:23][C:24]([CH3:27])([CH3:26])[CH3:25])=[O:22])[C:17]([CH3:20])([CH3:19])[CH3:18])[C:28]2=[O:29])[N:6]=1)=[O:4]. The catalyst class is: 11.